This data is from Forward reaction prediction with 1.9M reactions from USPTO patents (1976-2016). The task is: Predict the product of the given reaction. (1) Given the reactants Cl.Cl.[NH2:3][S:4]([C:7]1[CH:12]=[CH:11][C:10]([NH:13][NH2:14])=[CH:9][CH:8]=1)(=[O:6])=[O:5].O(C(C)(C)C)[Na].Cl[C:22]1[C:27]([C:28](OCC)=[O:29])=[C:26]([C:33]2[CH:38]=[CH:37][CH:36]=[C:35]([C:39]([F:42])([F:41])[F:40])[CH:34]=2)[N:25]=[C:24]2[N:43]([CH3:46])[N:44]=[CH:45][C:23]=12, predict the reaction product. The product is: [CH3:46][N:43]1[C:24]2=[N:25][C:26]([C:33]3[CH:38]=[CH:37][CH:36]=[C:35]([C:39]([F:42])([F:40])[F:41])[CH:34]=3)=[C:27]3[C:28](=[O:29])[N:13]([C:10]4[CH:9]=[CH:8][C:7]([S:4]([NH2:3])(=[O:6])=[O:5])=[CH:12][CH:11]=4)[NH:14][C:22]3=[C:23]2[CH:45]=[N:44]1. (2) Given the reactants [CH:1]1([C:6]2[CH:15]=[CH:14][C:13]3[C:8](=[CH:9][CH:10]=[CH:11][CH:12]=3)[N:7]=2)[CH2:5][CH2:4][CH2:3][CH2:2]1.[BH4-].[Na+], predict the reaction product. The product is: [CH:1]1([CH:6]2[CH2:15][CH2:14][C:13]3[C:8](=[CH:9][CH:10]=[CH:11][CH:12]=3)[NH:7]2)[CH2:2][CH2:3][CH2:4][CH2:5]1. (3) Given the reactants Cl[C@@H:2]([C:4]1[CH:5]=[C:6]([CH:9]=[CH:10][N:11]=1)[C:7]#[N:8])[CH3:3].[NH2:12][C:13]1[S:14][C:15]2[C:20]([NH:21][C@H:22]([CH2:25][CH:26]([CH3:28])[CH3:27])[CH2:23][OH:24])=[N:19][C:18]([SH:29])=[N:17][C:16]=2[N:30]=1, predict the reaction product. The product is: [NH2:12][C:13]1[S:14][C:15]2[C:20]([NH:21][C@@H:22]([CH2:23][OH:24])[CH2:25][CH:26]([CH3:27])[CH3:28])=[N:19][C:18]([S:29][C@H:2]([C:4]3[CH:5]=[C:6]([CH:9]=[CH:10][N:11]=3)[C:7]#[N:8])[CH3:3])=[N:17][C:16]=2[N:30]=1. (4) Given the reactants [NH:1]1[C:9]2[C:4](=[CH:5][CH:6]=[CH:7][CH:8]=2)[CH2:3][CH2:2]1.[CH:10]([OH:12])=O.O.[C:14]1(C)C=CC=CC=1, predict the reaction product. The product is: [CH3:14][CH:3]1[C:4]2[C:9](=[CH:8][CH:7]=[CH:6][CH:5]=2)[N:1]([CH:10]=[O:12])[CH2:2]1. (5) Given the reactants [CH2:1]([O:3][C:4]([C:6]1([NH:15][C:16](=[O:25])[C:17]2[CH:22]=[CH:21][CH:20]=[C:19]([Cl:23])[C:18]=2[OH:24])[CH2:14][C:13]2[C:8](=[CH:9][CH:10]=[CH:11][CH:12]=2)[CH2:7]1)=[O:5])[CH3:2].C([O-])([O-])=O.[Cs+].[Cs+].Br[CH2:33][CH:34]=[CH2:35], predict the reaction product. The product is: [CH2:1]([O:3][C:4]([C:6]1([NH:15][C:16](=[O:25])[C:17]2[CH:22]=[CH:21][CH:20]=[C:19]([Cl:23])[C:18]=2[O:24][CH2:35][CH:34]=[CH2:33])[CH2:7][C:8]2[C:13](=[CH:12][CH:11]=[CH:10][CH:9]=2)[CH2:14]1)=[O:5])[CH3:2]. (6) Given the reactants [Si]([O:8][CH2:9][CH2:10][CH2:11][N:12]1[C:16]2[N:17]=[CH:18][N:19]=[C:20]([NH:21]C(=O)OC(C)(C)C)[C:15]=2[C:14]([C:29]2[CH:34]=[CH:33][C:32]([CH3:35])=[CH:31][CH:30]=2)=[C:13]1C=O)(C(C)(C)C)(C)C.C1(P(=[CH:57][C:58]#[N:59])(C2C=CC=CC=2)C2C=CC=CC=2)C=CC=CC=1.[CH2:60](Cl)Cl, predict the reaction product. The product is: [NH2:21][C:20]1[C:15]2[C:14]([C:29]3[CH:30]=[CH:31][C:32]([CH3:35])=[CH:33][CH:34]=3)=[C:13]([CH:60]=[CH:57][C:58]#[N:59])[N:12]([CH2:11][CH2:10][CH2:9][OH:8])[C:16]=2[N:17]=[CH:18][N:19]=1.